From a dataset of Forward reaction prediction with 1.9M reactions from USPTO patents (1976-2016). Predict the product of the given reaction. (1) Given the reactants [CH:1]([O-])=[O:2].[Na+].[CH3:5][O:6][C:7]([C:9]1[CH:10]=[C:11]([CH3:28])[C:12]2[O:18][C:17]3[C:19]([Cl:24])=[CH:20][C:21]([NH2:23])=[CH:22][C:16]=3[CH2:15][S:14](=[O:26])(=[O:25])[C:13]=2[CH:27]=1)=[O:8], predict the reaction product. The product is: [CH3:5][O:6][C:7]([C:9]1[CH:10]=[C:11]([CH3:28])[C:12]2[O:18][C:17]3[C:19]([Cl:24])=[CH:20][C:21]([NH:23][CH:1]=[O:2])=[CH:22][C:16]=3[CH2:15][S:14](=[O:26])(=[O:25])[C:13]=2[CH:27]=1)=[O:8]. (2) Given the reactants Br[C:2]1[CH:3]=[N:4][CH:5]=[C:6]([O:8][CH2:9][C:10]2[CH:15]=[CH:14][C:13]([C:16]3[CH:21]=[C:20]([O:22][CH3:23])[CH:19]=[CH:18][C:17]=3[F:24])=[C:12]([C:25]([CH3:28])([CH3:27])[CH3:26])[CH:11]=2)[CH:7]=1.[Br-].[CH2:30]([O:32][C:33](=[O:37])[CH2:34][CH2:35][Zn+])[CH3:31], predict the reaction product. The product is: [CH3:26][C:25]([C:12]1[CH:11]=[C:10]([CH2:9][O:8][C:6]2[CH:7]=[C:2]([CH2:35][CH2:34][C:33]([O:32][CH2:30][CH3:31])=[O:37])[CH:3]=[N:4][CH:5]=2)[CH:15]=[CH:14][C:13]=1[C:16]1[CH:21]=[C:20]([O:22][CH3:23])[CH:19]=[CH:18][C:17]=1[F:24])([CH3:28])[CH3:27]. (3) Given the reactants [Br:1][C:2]1[CH:3]=[N:4][C:5]2[N:6]([N:8]=[C:9]([C:11]([OH:13])=O)[CH:10]=2)[CH:7]=1.[N:14]1[CH:19]=[C:18]([C:20]2[N:24]3[CH2:25][CH2:26][NH:27][CH2:28][C:23]3=[CH:22][CH:21]=2)[CH:17]=[N:16][CH:15]=1, predict the reaction product. The product is: [Br:1][C:2]1[CH:3]=[N:4][C:5]2[N:6]([N:8]=[C:9]([C:11]([N:27]3[CH2:26][CH2:25][N:24]4[C:20]([C:18]5[CH:19]=[N:14][CH:15]=[N:16][CH:17]=5)=[CH:21][CH:22]=[C:23]4[CH2:28]3)=[O:13])[CH:10]=2)[CH:7]=1.